From a dataset of Full USPTO retrosynthesis dataset with 1.9M reactions from patents (1976-2016). Predict the reactants needed to synthesize the given product. (1) Given the product [CH3:1][N:2]1[CH2:3][CH2:4][C:5]2[N:6]([CH2:14][CH:15]([C:17]3[CH:18]=[CH:19][C:20]([C:23]([N:31]4[CH2:32][CH2:28][CH2:29][CH2:30]4)=[O:24])=[N:21][CH:22]=3)[OH:16])[C:7]3[CH:12]=[CH:11][C:10]([CH3:13])=[CH:9][C:8]=3[C:26]=2[CH2:27]1, predict the reactants needed to synthesize it. The reactants are: [CH3:1][N:2]1[CH2:27][CH2:26][C:5]2[N:6]([CH2:14][CH:15]([C:17]3[CH:18]=[CH:19][C:20]([C:23](O)=[O:24])=[N:21][CH:22]=3)[OH:16])[C:7]3[CH:8]=[CH:9][C:10]([CH3:13])=[CH:11][C:12]=3[C:4]=2[CH2:3]1.[CH2:28]1[CH2:32][N:31]([P+](ON2N=NC3C=CC=CC2=3)([N:31]2[CH2:32][CH2:28][CH2:29][CH2:30]2)[N:31]2[CH2:32][CH2:28][CH2:29][CH2:30]2)[CH2:30][CH2:29]1.F[P-](F)(F)(F)(F)F.C(N(CC)CC)C.N1CCCC1. (2) Given the product [CH3:31][O:30][C:29]([C:15]1[N:14]=[N:13][C:12]([O:11][CH2:10][C:9]2[C:5]([CH2:1][CH2:2][CH2:3][CH3:4])=[N:6][O:7][C:8]=2[CH3:19])=[CH:17][CH:16]=1)=[O:40], predict the reactants needed to synthesize it. The reactants are: [CH2:1]([C:5]1[C:9]([CH2:10][O:11][C:12]2[N:13]=[N:14][C:15](Cl)=[CH:16][CH:17]=2)=[C:8]([CH3:19])[O:7][N:6]=1)[CH2:2][CH2:3][CH3:4].C(C1C([CH2:29][O:30][C:31]2N=NC(I)=CC=2)=C(C)ON=1)CCC.C(=O)([O-])[O-:40].[Na+].[Na+]. (3) Given the product [Br:1][C:2]1[CH:10]=[CH:9][C:8]([Br:11])=[CH:7][C:3]=1[C:4](/[C:26](=[CH:25]/[N:24]([CH3:32])[CH3:23])/[C:27]([O:29][CH2:30][CH3:31])=[O:28])=[O:6], predict the reactants needed to synthesize it. The reactants are: [Br:1][C:2]1[CH:10]=[CH:9][C:8]([Br:11])=[CH:7][C:3]=1[C:4]([OH:6])=O.C(Cl)(=O)C(Cl)=O.CN(C=O)C.[CH3:23][N:24]([CH3:32])[CH:25]=[CH:26][C:27]([O:29][CH2:30][CH3:31])=[O:28]. (4) The reactants are: [CH3:1][O:2][C:3](=[O:19])[C:4]1[CH:9]=[CH:8][C:7]([C:10]([CH2:16][CH:17]=[CH2:18])([CH2:14][OH:15])[CH2:11][CH:12]=[CH2:13])=[CH:6][CH:5]=1.[CH3:20][C:21]1[CH:26]=[C:25](O)[CH:24]=[C:23]([CH3:28])[C:22]=1[C:29]1[CH:34]=[CH:33][C:32]([C:35]([F:38])([F:37])[F:36])=[CH:31][CH:30]=1.C1(P(C2C=CC=CC=2)C2C=CC=CC=2)C=CC=CC=1.N(C(N1CCCCC1)=O)=NC(N1CCCCC1)=O. Given the product [CH3:1][O:2][C:3](=[O:19])[C:4]1[CH:9]=[CH:8][C:7]([C:10]([CH2:16][CH:17]=[CH2:18])([CH2:14][O:15][C:25]2[CH:26]=[C:21]([CH3:20])[C:22]([C:29]3[CH:34]=[CH:33][C:32]([C:35]([F:36])([F:38])[F:37])=[CH:31][CH:30]=3)=[C:23]([CH3:28])[CH:24]=2)[CH2:11][CH:12]=[CH2:13])=[CH:6][CH:5]=1, predict the reactants needed to synthesize it. (5) Given the product [C:4]([C@H:6]1[C:9](=[O:10])[N:8]([C:11]([C:12]2[CH:17]=[CH:16][CH:15]=[CH:14][CH:13]=2)([C:18]2[CH:23]=[CH:22][CH:21]=[CH:20][CH:19]=2)[C:24]2[CH:29]=[CH:28][CH:27]=[CH:26][CH:25]=2)[C@H:7]1[CH2:30][C:31]([O:33][CH3:34])=[O:32])(=[O:5])[CH3:36], predict the reactants needed to synthesize it. The reactants are: CON(C)[C:4]([C@@H:6]1[C:9](=[O:10])[N:8]([C:11]([C:24]2[CH:29]=[CH:28][CH:27]=[CH:26][CH:25]=2)([C:18]2[CH:23]=[CH:22][CH:21]=[CH:20][CH:19]=2)[C:12]2[CH:17]=[CH:16][CH:15]=[CH:14][CH:13]=2)[C@H:7]1[CH2:30][C:31]([O:33][CH3:34])=[O:32])=[O:5].[CH3:36][Mg+].[Br-].